Task: Regression. Given a peptide amino acid sequence and an MHC pseudo amino acid sequence, predict their binding affinity value. This is MHC class II binding data.. Dataset: Peptide-MHC class II binding affinity with 134,281 pairs from IEDB (1) The peptide sequence is GGIDPNAPTWIDIEG. The MHC is DRB1_0101 with pseudo-sequence DRB1_0101. The binding affinity (normalized) is 0.0854. (2) The peptide sequence is MLNWPVEAKTVVEGSD. The MHC is DRB1_0401 with pseudo-sequence DRB1_0401. The binding affinity (normalized) is 0. (3) The peptide sequence is GLKMFPDLTKVYST. The MHC is DRB1_0302 with pseudo-sequence DRB1_0302. The binding affinity (normalized) is 0.0641. (4) The MHC is DRB1_0401 with pseudo-sequence DRB1_0401. The peptide sequence is SQDLELSWNLNGLQPY. The binding affinity (normalized) is 0.201. (5) The peptide sequence is VIPEWCCRSCTMPPV. The MHC is HLA-DQA10303-DQB10402 with pseudo-sequence HLA-DQA10303-DQB10402. The binding affinity (normalized) is 0.453.